Dataset: Forward reaction prediction with 1.9M reactions from USPTO patents (1976-2016). Task: Predict the product of the given reaction. (1) Given the reactants C1(P(C2C=CC=CC=2)C2C=CC=CC=2)C=CC=CC=1.[O:20]1[CH:24]=[CH:23][CH:22]=[C:21]1[CH2:25][OH:26].CCOC(/N=N/C(OCC)=O)=O.O[C:40]1[CH:48]=[CH:47][CH:46]=[C:45]2[C:41]=1[C:42](=[O:58])[N:43]([CH:50]1[CH2:55][CH2:54][C:53](=[O:56])[NH:52][C:51]1=[O:57])[C:44]2=[O:49], predict the reaction product. The product is: [O:57]=[C:51]1[CH:50]([N:43]2[C:44](=[O:49])[C:45]3[C:41](=[CH:40][CH:48]=[CH:47][C:46]=3[O:26][CH2:25][C:21]3[O:20][CH:24]=[CH:23][CH:22]=3)[C:42]2=[O:58])[CH2:55][CH2:54][C:53](=[O:56])[NH:52]1. (2) Given the reactants [CH2:14]([Si:13]([CH3:24])([CH3:25])N[Si:13]([CH3:25])([CH3:24])[CH2:14][CH2:15][CH2:16][CH2:17][CH2:18][CH2:19][CH2:20][CH2:21][CH2:22][CH3:23])[CH2:15][CH2:16][CH2:17][CH2:18][CH2:19][CH2:20][CH2:21][CH2:22][CH3:23].[F:28][C:29]([F:40])([F:39])[C:30]([O:32]C(=O)C(F)(F)F)=[O:31], predict the reaction product. The product is: [F:28][C:29]([F:40])([F:39])[C:30]([O:32][Si:13]([CH2:14][CH2:15][CH2:16][CH2:17][CH2:18][CH2:19][CH2:20][CH2:21][CH2:22][CH3:23])([CH3:24])[CH3:25])=[O:31]. (3) The product is: [CH2:43]([N:6]1[CH:5]=[CH:4][C:13]2=[C:12]([C:14]3[CH:15]=[CH:16][C:17]([Cl:20])=[CH:18][CH:19]=3)[N:11]([C:21]3[CH:26]=[CH:25][C:24]([Cl:27])=[CH:23][C:22]=3[Cl:28])[N:10]=[C:9]2[C:7]1=[O:8])[C:33]1[CH:38]=[CH:37][CH:36]=[CH:35][CH:34]=1. Given the reactants C(O[CH:4](OCC)[CH2:5][NH:6][C:7]([C:9]1[CH:13]=[C:12]([C:14]2[CH:19]=[CH:18][C:17]([Cl:20])=[CH:16][CH:15]=2)[N:11]([C:21]2[CH:26]=[CH:25][C:24]([Cl:27])=[CH:23][C:22]=2[Cl:28])[N:10]=1)=[O:8])C.O.[C:33]1([CH3:43])[CH:38]=[CH:37][C:36](S(O)(=O)=O)=[CH:35][CH:34]=1, predict the reaction product. (4) Given the reactants [CH3:1][N:2]1[C:14]2[CH2:13][CH2:12][CH:11]([CH:15]3[CH2:20][CH2:19][O:18][CH2:17][CH2:16]3)[CH2:10][C:9]=2[C:8]2[C:3]1=[CH:4][CH:5]=[C:6]([C:21](O)=[O:22])[CH:7]=2.CN(C(ON1N=NC2C=CC=NC1=2)=[N+](C)C)C.F[P-](F)(F)(F)(F)F.[CH2:48]([O:50][C:51](=[O:58])[C@H:52]1[CH2:57][CH2:56][CH2:55][NH:54][CH2:53]1)[CH3:49].C(N(CC)C(C)C)(C)C, predict the reaction product. The product is: [CH3:1][N:2]1[C:14]2[CH2:13][CH2:12][CH:11]([CH:15]3[CH2:20][CH2:19][O:18][CH2:17][CH2:16]3)[CH2:10][C:9]=2[C:8]2[C:3]1=[CH:4][CH:5]=[C:6]([C:21]([N:54]1[CH2:55][CH2:56][CH2:57][C@H:52]([C:51]([O:50][CH2:48][CH3:49])=[O:58])[CH2:53]1)=[O:22])[CH:7]=2. (5) Given the reactants S(Cl)(Cl)=O.[CH3:5][O:6][C:7]1[CH:8]=[C:9]([CH:13]=[C:14]([O:17][CH3:18])[C:15]=1[CH3:16])[C:10]([OH:12])=O.[NH2:19][C:20]1[CH:25]=[CH:24][CH:23]=[CH:22][C:21]=1[OH:26].[CH:27](N(C(C)C)CC)(C)C, predict the reaction product. The product is: [CH3:18][O:17][C:14]1[CH:13]=[C:9]([CH:8]=[C:7]([O:6][CH3:5])[C:15]=1[CH3:16])[C:10]([NH:19][C:20]1[CH:25]=[CH:24][CH:23]=[CH:22][C:21]=1[O:26][CH3:27])=[O:12].